Dataset: Full USPTO retrosynthesis dataset with 1.9M reactions from patents (1976-2016). Task: Predict the reactants needed to synthesize the given product. (1) The reactants are: S(S([O-])=O)([O-])=O.[Na+].[Na+].[Cl:9][C:10]1[CH:11]=[CH:12][C:13]([S:31]([CH2:34][CH3:35])(=[O:33])=[O:32])=[C:14]([CH:30]=1)[NH:15][N:16]1[C:25](=[O:26])[C:24]2[C:19](=[CH:20][CH:21]=[C:22]([N+:27]([O-])=O)[CH:23]=2)[N:18]=[CH:17]1.O.C(OCC)(=O)C. Given the product [NH2:27][C:22]1[CH:23]=[C:24]2[C:19](=[CH:20][CH:21]=1)[N:18]=[CH:17][N:16]([NH:15][C:14]1[CH:30]=[C:10]([Cl:9])[CH:11]=[CH:12][C:13]=1[S:31]([CH2:34][CH3:35])(=[O:33])=[O:32])[C:25]2=[O:26], predict the reactants needed to synthesize it. (2) Given the product [N:1]1([C:7]2[CH:12]=[C:11]([C:13]3[N:17]4[CH:18]=[CH:19][CH:20]=[CH:21][C:16]4=[N:15][C:14]=3[CH2:22][OH:23])[CH:10]=[CH:9][N:8]=2)[CH2:6][CH2:5][O:4][CH2:3][CH2:2]1, predict the reactants needed to synthesize it. The reactants are: [N:1]1([C:7]2[CH:12]=[C:11]([C:13]3[N:17]4[CH:18]=[CH:19][CH:20]=[CH:21][C:16]4=[N:15][C:14]=3[C:22](OCC)=[O:23])[CH:10]=[CH:9][N:8]=2)[CH2:6][CH2:5][O:4][CH2:3][CH2:2]1.CN(C)C1C=C(C2N3C=CC=CC3=NC=2CO)C=CN=1. (3) Given the product [Cl:1][C:2]1[CH:3]=[C:4]([NH:5][C:35]([NH:52][C@@H:50]([C:47]2[CH:48]=[CH:49][C:44]([F:43])=[CH:45][CH:46]=2)[CH3:51])=[O:41])[CH:6]=[CH:7][C:8]=1[O:9][C:10]1[C:19]2[C:14](=[CH:15][C:16]([O:22][CH3:23])=[C:17]([O:20][CH3:21])[CH:18]=2)[N:13]=[CH:12][CH:11]=1, predict the reactants needed to synthesize it. The reactants are: [Cl:1][C:2]1[CH:3]=[C:4]([CH:6]=[CH:7][C:8]=1[O:9][C:10]1[C:19]2[C:14](=[CH:15][C:16]([O:22][CH3:23])=[C:17]([O:20][CH3:21])[CH:18]=2)[N:13]=[CH:12][CH:11]=1)[NH2:5].C(N(CC)CC)C.ClC(Cl)(O[C:35](=[O:41])OC(Cl)(Cl)Cl)Cl.[F:43][C:44]1[CH:49]=[CH:48][C:47]([C@H:50]([NH2:52])[CH3:51])=[CH:46][CH:45]=1. (4) Given the product [C:7]([O:11][C:12]([C:14]1[CH:18]=[CH:17][N:16]([C:28]2[CH:33]=[CH:32][C:31]([Cl:34])=[CH:30][N:29]=2)[CH:15]=1)=[O:13])([CH3:10])([CH3:8])[CH3:9], predict the reactants needed to synthesize it. The reactants are: CN(C)CCN.[C:7]([O:11][C:12]([C:14]1[CH:18]=[CH:17][NH:16][CH:15]=1)=[O:13])([CH3:10])([CH3:9])[CH3:8].P([O-])([O-])([O-])=O.[K+].[K+].[K+].Br[C:28]1[CH:33]=[CH:32][C:31]([Cl:34])=[CH:30][N:29]=1.